From a dataset of Catalyst prediction with 721,799 reactions and 888 catalyst types from USPTO. Predict which catalyst facilitates the given reaction. (1) Reactant: [O:1]=[C:2]1[N:6]([CH2:7][CH2:8][CH2:9][CH2:10][NH:11]C(=O)OCC2C=CC=CC=2)[C:5](=[O:22])[NH:4][NH:3]1. Product: [NH2:11][CH2:10][CH2:9][CH2:8][CH2:7][N:6]1[C:2](=[O:1])[NH:3][NH:4][C:5]1=[O:22]. The catalyst class is: 19. (2) Reactant: FC(F)(F)S(O[C:7]1[CH2:8][CH2:9][CH2:10][N:11]([C:13]([O:15][C:16]([CH3:19])([CH3:18])[CH3:17])=[O:14])[CH:12]=1)(=O)=O.[CH3:22][N:23]1[C:27](B(O)O)=[CH:26][CH:25]=[N:24]1.C([O-])([O-])=O.[Na+].[Na+]. Product: [CH3:22][N:23]1[C:27]([C:7]2[CH2:8][CH2:9][CH2:10][N:11]([C:13]([O:15][C:16]([CH3:19])([CH3:18])[CH3:17])=[O:14])[CH:12]=2)=[CH:26][CH:25]=[N:24]1. The catalyst class is: 75.